This data is from Peptide-MHC class II binding affinity with 134,281 pairs from IEDB. The task is: Regression. Given a peptide amino acid sequence and an MHC pseudo amino acid sequence, predict their binding affinity value. This is MHC class II binding data. (1) The peptide sequence is NKHNRLYMEARPLEE. The MHC is DRB1_0101 with pseudo-sequence DRB1_0101. The binding affinity (normalized) is 0.307. (2) The peptide sequence is DVKFPGGGQIYGGVY. The MHC is HLA-DQA10501-DQB10301 with pseudo-sequence HLA-DQA10501-DQB10301. The binding affinity (normalized) is 0.664. (3) The peptide sequence is GMEWIAVKIQKFIEWLKVKI. The MHC is HLA-DQA10301-DQB10302 with pseudo-sequence HLA-DQA10301-DQB10302. The binding affinity (normalized) is 0.422. (4) The peptide sequence is KGSNEKHLAVLVKYE. The MHC is DRB4_0101 with pseudo-sequence DRB4_0103. The binding affinity (normalized) is 0.143. (5) The peptide sequence is QFGTMPSLTMACMAK. The MHC is DRB4_0101 with pseudo-sequence DRB4_0103. The binding affinity (normalized) is 0.216. (6) The peptide sequence is QKQITKIQNFRVYYR. The MHC is DRB3_0101 with pseudo-sequence DRB3_0101. The binding affinity (normalized) is 0.